From a dataset of Reaction yield outcomes from USPTO patents with 853,638 reactions. Predict the reaction yield, written as a fraction of the theoretical maximum amount of product (1.0 means a 100% yield; for example, 0.34 means a 34% yield). (1) The yield is 0.635. The reactants are [Cl:1][C:2]1[C:3]([F:31])=[C:4]([CH:8]2[C:12]([C:15]3[CH:20]=[CH:19][C:18]([Cl:21])=[C:17]([F:22])[CH:16]=3)([C:13]#[N:14])[CH:11]([CH2:23][C:24]([CH3:27])([CH3:26])[CH3:25])[NH:10][CH:9]2[C:28]([OH:30])=O)[CH:5]=[CH:6][CH:7]=1.[CH3:32][C:33]1([CH3:41])[O:37][C@@H:36]([CH2:38][CH2:39][NH2:40])[CH2:35][O:34]1.CCN(C(C)C)C(C)C. The catalyst is C(Cl)Cl. The product is [CH3:32][C:33]1([CH3:41])[O:37][C@@H:36]([CH2:38][CH2:39][NH:40][C:28]([CH:9]2[CH:8]([C:4]3[CH:5]=[CH:6][CH:7]=[C:2]([Cl:1])[C:3]=3[F:31])[C:12]([C:15]3[CH:20]=[CH:19][C:18]([Cl:21])=[C:17]([F:22])[CH:16]=3)([C:13]#[N:14])[CH:11]([CH2:23][C:24]([CH3:26])([CH3:27])[CH3:25])[NH:10]2)=[O:30])[CH2:35][O:34]1. (2) The reactants are [CH3:1][C:2]([C:5]1[S:6][C:7]([C:29]2[CH:34]=[CH:33][N:32]=[C:31]([CH:35]=[CH2:36])[N:30]=2)=[C:8]([C:10]2[C:11]([F:28])=[C:12]([NH:16][S:17]([C:20]3[C:25]([F:26])=[CH:24][CH:23]=[CH:22][C:21]=3[F:27])(=[O:19])=[O:18])[CH:13]=[CH:14][CH:15]=2)[N:9]=1)([CH3:4])[CH3:3].[CH3:37][S:38]([OH:40])=[O:39].[Na].C(O)C. The catalyst is C(O)(=O)C.O. The product is [CH3:4][C:2]([C:5]1[S:6][C:7]([C:29]2[CH:34]=[CH:33][N:32]=[C:31]([CH2:35][CH2:36][S:38]([CH3:37])(=[O:40])=[O:39])[N:30]=2)=[C:8]([C:10]2[C:11]([F:28])=[C:12]([NH:16][S:17]([C:20]3[C:21]([F:27])=[CH:22][CH:23]=[CH:24][C:25]=3[F:26])(=[O:19])=[O:18])[CH:13]=[CH:14][CH:15]=2)[N:9]=1)([CH3:1])[CH3:3]. The yield is 0.810. (3) The reactants are [CH2:1]([O:8][CH2:9][CH2:10][C:11]1[N:15]([C:16]2[CH:21]=[CH:20][C:19]([C:22]([NH:24][CH2:25][CH3:26])=[O:23])=[CH:18][CH:17]=2)[N:14]=[N:13][C:12]=1[C:27](O)=[O:28])[C:2]1[CH:7]=[CH:6][CH:5]=[CH:4][CH:3]=1.C1C=C[C:33]2N(O)N=[N:36][C:34]=2[CH:35]=1.C1(N)CC1.CCN=C=NCCCN(C)C. The catalyst is C(#N)C.CN(C=O)C.C(OCC)(=O)C.CCCCCC. The product is [CH2:1]([O:8][CH2:9][CH2:10][C:11]1[N:15]([C:16]2[CH:21]=[CH:20][C:19]([C:22]([NH:24][CH2:25][CH3:26])=[O:23])=[CH:18][CH:17]=2)[N:14]=[N:13][C:12]=1[C:27]([NH:36][CH:34]1[CH2:35][CH2:33]1)=[O:28])[C:2]1[CH:3]=[CH:4][CH:5]=[CH:6][CH:7]=1. The yield is 0.794. (4) The reactants are Cl[C:2]1[N:3]([C:13]2[CH:18]=[CH:17][CH:16]=[C:15]([Cl:19])[CH:14]=2)[C:4]2[C:9]([C:10]=1[CH:11]=[O:12])=[CH:8][CH:7]=[CH:6][CH:5]=2.[NH:20]1[CH2:25][CH2:24][NH:23][CH2:22][CH2:21]1. No catalyst specified. The product is [Cl:19][C:15]1[CH:14]=[C:13]([N:3]2[C:4]3[C:9](=[CH:8][CH:7]=[CH:6][CH:5]=3)[C:10]([CH:11]=[O:12])=[C:2]2[N:20]2[CH2:25][CH2:24][NH:23][CH2:22][CH2:21]2)[CH:18]=[CH:17][CH:16]=1. The yield is 0.640. (5) The yield is 0.450. No catalyst specified. The product is [OH:2][C:3]1[CH:13]=[CH:12][C:6]2[N:7]=[C:8]([C:10]#[N:11])[S:9][C:5]=2[CH:4]=1. The reactants are C[O:2][C:3]1[CH:13]=[CH:12][C:6]2[N:7]=[C:8]([C:10]#[N:11])[S:9][C:5]=2[CH:4]=1.Cl.[NH+]1C=CC=CC=1. (6) The reactants are [C:1]([O:5][C:6]([N:8]1[C@@H:12](/[CH:13]=[C:14](\Br)/[C:15]2[CH:20]=[CH:19][C:18]([Cl:21])=[CH:17][CH:16]=2)[CH2:11][O:10][C:9]1([CH3:24])[CH3:23])=[O:7])([CH3:4])([CH3:3])[CH3:2].[CH2:25]([Zn]CC)[CH3:26]. The catalyst is C1COCC1.C(OCC)(=O)C. The product is [C:1]([O:5][C:6]([N:8]1[C@@H:12](/[CH:13]=[C:14](/[C:15]2[CH:20]=[CH:19][C:18]([Cl:21])=[CH:17][CH:16]=2)\[CH2:25][CH3:26])[CH2:11][O:10][C:9]1([CH3:24])[CH3:23])=[O:7])([CH3:4])([CH3:3])[CH3:2]. The yield is 0.900.